From a dataset of Forward reaction prediction with 1.9M reactions from USPTO patents (1976-2016). Predict the product of the given reaction. (1) Given the reactants [CH3:1][O:2][C:3]1[CH:19]=[CH:18][C:6]([CH2:7][N:8]2[CH:12]=[C:11]([C:13](OCC)=[O:14])[CH:10]=[N:9]2)=[CH:5][CH:4]=1.[H-].[Al+3].[Li+].[H-].[H-].[H-], predict the reaction product. The product is: [CH3:1][O:2][C:3]1[CH:4]=[CH:5][C:6]([CH2:7][N:8]2[CH:12]=[C:11]([CH2:13][OH:14])[CH:10]=[N:9]2)=[CH:18][CH:19]=1. (2) Given the reactants [S:1]1[C:5]2[CH:6]=[CH:7][CH:8]=[CH:9][C:4]=2[N:3]=[C:2]1[C:10]1[CH:15]=[CH:14][C:13]([Br:16])=[CH:12][C:11]=1[OH:17].C(=O)([O-])[O-].[Cs+].[Cs+].[CH2:24](Br)[C:25]1[CH:30]=[CH:29][CH:28]=[CH:27][CH:26]=1, predict the reaction product. The product is: [CH2:24]([O:17][C:11]1[CH:12]=[C:13]([Br:16])[CH:14]=[CH:15][C:10]=1[C:2]1[S:1][C:5]2[CH:6]=[CH:7][CH:8]=[CH:9][C:4]=2[N:3]=1)[C:25]1[CH:30]=[CH:29][CH:28]=[CH:27][CH:26]=1. (3) Given the reactants CC([O-])(C)C.[K+].C1COCC1.[CH3:12][O:13][CH2:14][CH2:15][O:16][CH2:17][CH2:18][O:19][CH2:20][CH2:21][O:22][CH2:23][CH2:24][OH:25].[CH2:26](Br)[CH:27]=[CH2:28], predict the reaction product. The product is: [CH3:12][O:13][CH2:14][CH2:15][O:16][CH2:17][CH2:18][O:19][CH2:20][CH2:21][O:22][CH2:23][CH2:24][O:25][CH2:26][CH:27]=[CH2:28]. (4) The product is: [NH2:20][C:13]1[CH:12]=[C:11]([CH:16]=[CH:15][C:14]=1[NH2:17])[C:10]([NH:9][C:6]1[CH:5]=[CH:4][C:3]([C:1]#[N:2])=[CH:8][N:7]=1)=[O:23]. Given the reactants [C:1]([C:3]1[CH:4]=[CH:5][C:6]([NH:9][C:10](=[O:23])[C:11]2[CH:16]=[CH:15][C:14]([N+:17]([O-])=O)=[C:13]([N+:20]([O-])=O)[CH:12]=2)=[N:7][CH:8]=1)#[N:2].C(O)(=O)C, predict the reaction product. (5) Given the reactants Br[C:2]1[C:3]([C:14]([NH:16][CH2:17][CH2:18][CH2:19][CH2:20][CH2:21][CH2:22][C:23]([O:25][CH3:26])=[O:24])=[O:15])=[C:4]([CH3:13])[O:5][C:6]=1[C:7]1[CH:12]=[CH:11][CH:10]=[CH:9][CH:8]=1.[CH2:27]([C:29]1[CH:34]=[CH:33][C:32](B(O)O)=[CH:31][CH:30]=1)[CH3:28], predict the reaction product. The product is: [CH2:27]([C:29]1[CH:34]=[CH:33][C:32]([C:2]2[C:3]([C:14]([NH:16][CH2:17][CH2:18][CH2:19][CH2:20][CH2:21][CH2:22][C:23]([O:25][CH3:26])=[O:24])=[O:15])=[C:4]([CH3:13])[O:5][C:6]=2[C:7]2[CH:12]=[CH:11][CH:10]=[CH:9][CH:8]=2)=[CH:31][CH:30]=1)[CH3:28]. (6) Given the reactants O[C:2]1([C:22]2[N:27]=[C:26]3[O:28][CH2:29][O:30][C:25]3=[CH:24][C:23]=2[OH:31])[C:10]2[C:5](=[CH:6][CH:7]=[CH:8][CH:9]=2)[N:4]([CH2:11][C:12]2[O:13][C:14]([C:17]([F:20])([F:19])[F:18])=[CH:15][CH:16]=2)[C:3]1=[O:21].C([SiH](CC)CC)C.FC(F)(F)C(O)=O, predict the reaction product. The product is: [OH:31][C:23]1[CH:24]=[C:25]2[O:30][CH2:29][O:28][C:26]2=[N:27][C:22]=1[CH:2]1[C:10]2[C:5](=[CH:6][CH:7]=[CH:8][CH:9]=2)[N:4]([CH2:11][C:12]2[O:13][C:14]([C:17]([F:18])([F:20])[F:19])=[CH:15][CH:16]=2)[C:3]1=[O:21]. (7) Given the reactants P(Cl)(Cl)([Cl:3])=O.C(N(CC)CC)C.O[C:14]1[N:19]2[C:20]3[CH:26]=[CH:25][C:24]([CH3:27])=[N:23][C:21]=3[N:22]=[C:18]2[C:17]([C:28]#[N:29])=[C:16]([CH3:30])[C:15]=1[C:31]1[CH:36]=[CH:35][CH:34]=[CH:33][CH:32]=1, predict the reaction product. The product is: [Cl:3][C:14]1[N:19]2[C:20]3[CH:26]=[CH:25][C:24]([CH3:27])=[N:23][C:21]=3[N:22]=[C:18]2[C:17]([C:28]#[N:29])=[C:16]([CH3:30])[C:15]=1[C:31]1[CH:36]=[CH:35][CH:34]=[CH:33][CH:32]=1. (8) Given the reactants [OH:1][C:2]1[CH:7]=[C:6]([CH3:8])[O:5][C:4](=[O:9])[CH:3]=1.CC(C)([O-])C.[K+].[CH2:16]([CH:18]([CH2:22][CH2:23][CH2:24][CH3:25])[C:19](Cl)=[O:20])[CH3:17].ClCCl.CO, predict the reaction product. The product is: [CH2:16]([CH:18]([CH2:22][CH2:23][CH2:24][CH3:25])[C:19]([O:1][C:2]1[CH:7]=[C:6]([CH3:8])[O:5][C:4](=[O:9])[CH:3]=1)=[O:20])[CH3:17]. (9) Given the reactants Cl[C:2]1[C:3]([NH2:9])=[N:4][CH:5]=[N:6][C:7]=1Cl.[NH2:10][CH2:11][CH:12]1[CH2:17][CH2:16][N:15]([C:18]([O:20]C(C)(C)C)=O)[CH2:14][CH2:13]1.[O:25]([C:32]1[CH:37]=[CH:36][C:35](B(O)O)=[CH:34][CH:33]=1)[C:26]1[CH:31]=[CH:30][CH:29]=[CH:28][CH:27]=1.[CH3:41][N:42]1[CH:47]=[CH:46][C:45](C(O)=O)=[CH:44][C:43]1=[O:51], predict the reaction product. The product is: [NH2:9][C:3]1[N:4]=[CH:5][N:6]=[C:7]([NH:10][CH2:11][CH:12]2[CH2:13][CH2:14][N:15]([C:18]([C:45]3[CH:46]=[CH:47][N:42]([CH3:41])[C:43](=[O:51])[CH:44]=3)=[O:20])[CH2:16][CH2:17]2)[C:2]=1[C:29]1[CH:30]=[CH:31][C:26]([O:25][C:32]2[CH:37]=[CH:36][CH:35]=[CH:34][CH:33]=2)=[CH:27][CH:28]=1. (10) Given the reactants O1CCCC1.[F:6][C:7]1[CH:24]=[CH:23][C:10]([O:11][C:12]2[CH:17]=[CH:16][C:15]([CH2:18][C:19](Cl)=[N:20][OH:21])=[CH:14][CH:13]=2)=[CH:9][CH:8]=1.[C:25]([C:27]1[C:28]([NH2:34])=[N:29][C:30]([NH2:33])=[CH:31][CH:32]=1)#[CH:26].C(N(CC)CC)C, predict the reaction product. The product is: [F:6][C:7]1[CH:24]=[CH:23][C:10]([O:11][C:12]2[CH:17]=[CH:16][C:15]([CH2:18][C:19]3[CH:26]=[C:25]([C:27]4[C:28]([NH2:34])=[N:29][C:30]([NH2:33])=[CH:31][CH:32]=4)[O:21][N:20]=3)=[CH:14][CH:13]=2)=[CH:9][CH:8]=1.